Task: Predict the reactants needed to synthesize the given product.. Dataset: Full USPTO retrosynthesis dataset with 1.9M reactions from patents (1976-2016) (1) Given the product [Cl:1][C:2]1[C:7]([Cl:8])=[CH:6][C:5]([N:9]2[CH2:14][CH2:13][N:12]([CH2:28][CH2:29][C:30]([F:33])([F:32])[F:31])[CH2:11][CH2:10]2)=[C:4]([N+:15]([O-:17])=[O:16])[CH:3]=1, predict the reactants needed to synthesize it. The reactants are: [Cl:1][C:2]1[C:7]([Cl:8])=[CH:6][C:5]([N:9]2[CH2:14][CH2:13][NH:12][CH2:11][CH2:10]2)=[C:4]([N+:15]([O-:17])=[O:16])[CH:3]=1.CCN(C(C)C)C(C)C.Br[CH2:28][CH2:29][C:30]([F:33])([F:32])[F:31]. (2) The reactants are: [CH3:1][S:2][C:3]1[CH:8]=[CH:7][C:6]([B:9]([OH:11])[OH:10])=[CH:5][C:4]=1[C:12]([F:15])([F:14])[F:13].O[C:17]([C:20](O)([CH3:22])[CH3:21])([CH3:19])[CH3:18].C(OCC)C.O. Given the product [CH3:18][C:17]1([CH3:19])[C:20]([CH3:22])([CH3:21])[O:11][B:9]([C:6]2[CH:7]=[CH:8][C:3]([S:2][CH3:1])=[C:4]([C:12]([F:15])([F:13])[F:14])[CH:5]=2)[O:10]1, predict the reactants needed to synthesize it. (3) Given the product [CH3:16][C:17]1[CH:21]=[CH:20][O:19][C:18]=1[C:22]([NH:24][C:25]1[CH:26]=[C:27]([C:31]#[C:32][C:33]2[CH:41]=[C:37]([C:38]([N:1]=[S:2]3(=[O:15])[CH2:3][CH2:4][N:5]([C:8]([O:10][C:11]([CH3:12])([CH3:14])[CH3:13])=[O:9])[CH2:6][CH2:7]3)=[O:39])[CH:36]=[N:35][CH:34]=2)[CH:28]=[CH:29][CH:30]=1)=[O:23], predict the reactants needed to synthesize it. The reactants are: [NH:1]=[S:2]1(=[O:15])[CH2:7][CH2:6][N:5]([C:8]([O:10][C:11]([CH3:14])([CH3:13])[CH3:12])=[O:9])[CH2:4][CH2:3]1.[CH3:16][C:17]1[CH:21]=[CH:20][O:19][C:18]=1[C:22]([NH:24][C:25]1[CH:26]=[C:27]([C:31]#[C:32][C:33]2[CH:34]=[N:35][CH:36]=[C:37]([CH:41]=2)[C:38](O)=[O:39])[CH:28]=[CH:29][CH:30]=1)=[O:23].CCN(C(C)C)C(C)C.F[P-](F)(F)(F)(F)F.N1(O[P+](N(C)C)(N(C)C)N(C)C)C2C=CC=CC=2N=N1.